Dataset: Reaction yield outcomes from USPTO patents with 853,638 reactions. Task: Predict the reaction yield, written as a fraction of the theoretical maximum amount of product (1.0 means a 100% yield; for example, 0.34 means a 34% yield). (1) The reactants are [F:1][C:2]1[CH:13]=[CH:12][C:5]2[S:6][C:7](B(O)O)=[CH:8][C:4]=2[CH:3]=1.Cl[C:15]1[C:24]([N:25]([CH:27]([CH3:29])[CH3:28])[CH3:26])=[N:23][C:22]2[C:17](=[CH:18][CH:19]=[C:20]([C:30]([O:32][CH3:33])=[O:31])[CH:21]=2)[N:16]=1.[O-]P([O-])([O-])=O.[K+].[K+].[K+]. The catalyst is O1CCOCC1.O.C1C=CC([P]([Pd]([P](C2C=CC=CC=2)(C2C=CC=CC=2)C2C=CC=CC=2)([P](C2C=CC=CC=2)(C2C=CC=CC=2)C2C=CC=CC=2)[P](C2C=CC=CC=2)(C2C=CC=CC=2)C2C=CC=CC=2)(C2C=CC=CC=2)C2C=CC=CC=2)=CC=1. The product is [F:1][C:2]1[CH:13]=[CH:12][C:5]2[S:6][C:7]([C:15]3[C:24]([N:25]([CH:27]([CH3:29])[CH3:28])[CH3:26])=[N:23][C:22]4[C:17](=[CH:18][CH:19]=[C:20]([C:30]([O:32][CH3:33])=[O:31])[CH:21]=4)[N:16]=3)=[CH:8][C:4]=2[CH:3]=1. The yield is 0.880. (2) The catalyst is C(OCC)(=O)C. The reactants are [Cl-].[OH:2][NH3+:3].[C:4](=O)([O-])[OH:5].[Na+].CS(C)=O.C([O:16][C:17]([CH3:56])([CH3:55])[C:18]([O:20][C@H:21]1[CH2:26][CH2:25][C@H:24]([N:27]2[C:32](=[O:33])[C:31]([CH2:34][C:35]3[CH:40]=[CH:39][C:38]([C:41]4[CH:46]=[CH:45][CH:44]=[CH:43][C:42]=4[C:47]#[N:48])=[CH:37][CH:36]=3)=[C:30]([CH2:49][CH2:50][CH3:51])[N:29]3[N:52]=[CH:53][CH:54]=[C:28]23)[CH2:23][CH2:22]1)=[O:19])(=O)C. The product is [OH:16][C:17]([CH3:55])([CH3:56])[C:18]([O:20][C@H:21]1[CH2:22][CH2:23][C@H:24]([N:27]2[C:32](=[O:33])[C:31]([CH2:34][C:35]3[CH:40]=[CH:39][C:38]([C:41]4[CH:46]=[CH:45][CH:44]=[CH:43][C:42]=4[C:47]4[NH:48][C:4](=[O:5])[O:2][N:3]=4)=[CH:37][CH:36]=3)=[C:30]([CH2:49][CH2:50][CH3:51])[N:29]3[N:52]=[CH:53][CH:54]=[C:28]23)[CH2:25][CH2:26]1)=[O:19]. The yield is 0.170. (3) The reactants are [NH:1]1[C:9]2[C:4](=[CH:5][C:6]([C:10]([OH:12])=O)=[CH:7][CH:8]=2)[CH:3]=[CH:2]1.C1C=CC2N(O)N=NC=2C=1.CCN=C=NCCCN(C)C.[C:34]1([N:40]2[C:44]3([CH2:49][CH2:48][NH:47][CH2:46][CH2:45]3)[C:43](=[O:50])[NH:42][CH2:41]2)[CH:39]=[CH:38][CH:37]=[CH:36][CH:35]=1. The catalyst is CN(C=O)C.O. The product is [NH:1]1[C:9]2[C:4](=[CH:5][C:6]([C:10]([N:47]3[CH2:46][CH2:45][C:44]4([N:40]([C:34]5[CH:39]=[CH:38][CH:37]=[CH:36][CH:35]=5)[CH2:41][NH:42][C:43]4=[O:50])[CH2:49][CH2:48]3)=[O:12])=[CH:7][CH:8]=2)[CH:3]=[CH:2]1. The yield is 0.670. (4) The reactants are [CH3:1][O:2][C:3]1[N:8]=[N:7][C:6]([NH2:9])=[CH:5][CH:4]=1.CC1(C)C2C(=C(P(C3C=CC=CC=3)C3C=CC=CC=3)C=CC=2)OC2C(P(C3C=CC=CC=3)C3C=CC=CC=3)=CC=CC1=2.[C:52]([O:55][CH2:56][C:57]1[C:58]([N:72]2[CH2:83][CH2:82][N:81]3[C:74](=[CH:75][C:76]4[CH2:77][C:78]([CH3:85])([CH3:84])[CH2:79][C:80]=43)[C:73]2=[O:86])=[N:59][CH:60]=[CH:61][C:62]=1[C:63]1[CH:68]=[C:67](Br)[C:66](=[O:70])[N:65]([CH3:71])[CH:64]=1)(=[O:54])[CH3:53].C([O-])([O-])=O.[Cs+].[Cs+]. The catalyst is C1C=CC(/C=C/C(/C=C/C2C=CC=CC=2)=O)=CC=1.C1C=CC(/C=C/C(/C=C/C2C=CC=CC=2)=O)=CC=1.C1C=CC(/C=C/C(/C=C/C2C=CC=CC=2)=O)=CC=1.[Pd].[Pd].O1CCOCC1. The product is [C:52]([O:55][CH2:56][C:57]1[C:58]([N:72]2[CH2:83][CH2:82][N:81]3[C:74](=[CH:75][C:76]4[CH2:77][C:78]([CH3:85])([CH3:84])[CH2:79][C:80]=43)[C:73]2=[O:86])=[N:59][CH:60]=[CH:61][C:62]=1[C:63]1[CH:68]=[C:67]([NH:9][C:6]2[N:7]=[N:8][C:3]([O:2][CH3:1])=[CH:4][CH:5]=2)[C:66](=[O:70])[N:65]([CH3:71])[CH:64]=1)(=[O:54])[CH3:53]. The yield is 0.600. (5) The reactants are [F:1][C:2]1[CH:7]=[CH:6][C:5]([C:8]([CH3:19])([CH3:18])[CH2:9][NH:10][C:11]2[N+:12]([O-:17])=[N:13][CH:14]=[CH:15][N:16]=2)=[CH:4][CH:3]=1.ClCCl.[Br:23]Br. The catalyst is CC#N. The product is [Br:23][C:14]1[N:13]=[N+:12]([O-:17])[C:11]([NH:10][CH2:9][C:8]([C:5]2[CH:6]=[CH:7][C:2]([F:1])=[CH:3][CH:4]=2)([CH3:19])[CH3:18])=[N:16][CH:15]=1. The yield is 0.580.